From a dataset of Forward reaction prediction with 1.9M reactions from USPTO patents (1976-2016). Predict the product of the given reaction. Given the reactants [F:1][C:2]([F:14])([F:13])[CH2:3][O:4][C:5]1[CH:12]=[N:11][CH:10]=[CH:9][C:6]=1[C:7]#N.C(O)C.[OH-:18].[Na+].[OH2:20], predict the reaction product. The product is: [F:1][C:2]([F:14])([F:13])[CH2:3][O:4][C:5]1[CH:12]=[N:11][CH:10]=[CH:9][C:6]=1[C:7]([OH:20])=[O:18].